Dataset: Reaction yield outcomes from USPTO patents with 853,638 reactions. Task: Predict the reaction yield, written as a fraction of the theoretical maximum amount of product (1.0 means a 100% yield; for example, 0.34 means a 34% yield). (1) The reactants are [F:1][C:2]1[CH:8]=[C:7]([F:9])[CH:6]=[CH:5][C:3]=1[NH2:4].Cl[C:11]1[C:16]([C:17]([O:19][CH2:20][CH3:21])=[O:18])=[CH:15][N:14]=[C:13]([Cl:22])[CH:12]=1. The catalyst is CCO.Cl.O. The product is [Cl:22][C:13]1[CH:12]=[C:11]([NH:4][C:3]2[CH:5]=[CH:6][C:7]([F:9])=[CH:8][C:2]=2[F:1])[C:16]([C:17]([O:19][CH2:20][CH3:21])=[O:18])=[CH:15][N:14]=1. The yield is 0.640. (2) The reactants are [NH2:1][C:2]1[CH:3]=[C:4]([CH:7]=[CH:8][CH:9]=1)[C:5]#[N:6].O.[NH2:11][NH2:12].O. The catalyst is C(O)C. The product is [NH2:1][C:2]1[CH:3]=[C:4]([C:5]2[N:11]=[N:12][C:5]([C:4]3[CH:7]=[CH:8][CH:9]=[C:2]([NH2:1])[CH:3]=3)=[N:6][N:6]=2)[CH:7]=[CH:8][CH:9]=1. The yield is 0.620. (3) The reactants are [CH3:1][C:2]1[C:24]([C:25]2[C:26]([CH3:52])=[CH:27][C:28]3[C:38]([CH:39]([CH3:41])[CH3:40])=[C:37]([O:42]C(C)=O)[C:36]([O:46]C(C)=O)=[C:35](C=O)[C:29]=3[C:30]=2[O:31]C(C)=O)=[C:23]([O:53]C(C)=O)[C:5]2=[C:6](C=O)[C:7]([O:17]C(C)=O)=[C:8]([O:13]C(C)=O)[C:9]([CH:10]([CH3:12])[CH3:11])=[C:4]2[CH:3]=1.OS(O)(=O)=O. The catalyst is [OH-].[Na+]. The product is [CH3:52][C:26]1[C:25]([C:24]2[C:2]([CH3:1])=[CH:3][C:4]3[C:9]([CH:10]([CH3:11])[CH3:12])=[C:8]([OH:13])[C:7]([OH:17])=[CH:6][C:5]=3[C:23]=2[OH:53])=[C:30]([OH:31])[C:29]2=[CH:35][C:36]([OH:46])=[C:37]([OH:42])[C:38]([CH:39]([CH3:40])[CH3:41])=[C:28]2[CH:27]=1. The yield is 0.950. (4) The reactants are CS(O[CH2:6][C@@H:7]1[C@@H:16]([CH3:17])[C@H:15]([C:18]([C:20]2[CH:25]=[C:24]([O:26][CH3:27])[CH:23]=[C:22]([O:28][CH3:29])[CH:21]=2)=[O:19])[C@:14]2([CH3:30])[C@H:9]([C:10]([CH3:32])([CH3:31])[CH2:11][CH2:12][CH2:13]2)[CH2:8]1)(=O)=O.[N-:33]=[N+:34]=[N-:35].[Na+].CN(C=O)C. The catalyst is CCOCC. The product is [N:33]([CH2:6][C@H:7]1[CH2:8][C@@H:9]2[C@:14]([CH3:30])([CH2:13][CH2:12][CH2:11][C:10]2([CH3:32])[CH3:31])[C@@H:15]([C:18]([C:20]2[CH:25]=[C:24]([O:26][CH3:27])[CH:23]=[C:22]([O:28][CH3:29])[CH:21]=2)=[O:19])[C@@H:16]1[CH3:17])=[N+:34]=[N-:35]. The yield is 1.00.